This data is from Forward reaction prediction with 1.9M reactions from USPTO patents (1976-2016). The task is: Predict the product of the given reaction. (1) Given the reactants [F:1][C:2]1[CH:3]=[C:4]([CH2:9][C:10]#[N:11])[CH:5]=[C:6]([F:8])[CH:7]=1, predict the reaction product. The product is: [F:1][C:2]1[CH:3]=[C:4]([CH2:9][CH2:10][NH2:11])[CH:5]=[C:6]([F:8])[CH:7]=1. (2) Given the reactants [N+:1]([C:4]1[CH:5]=[N:6][CH:7]=[CH:8][C:9]=1[NH:10][CH2:11][CH:12]1[CH2:16][CH2:15][N:14]([C:17]([O:19]C(C)(C)C)=O)[CH2:13]1)([O-:3])=[O:2].FC(F)(F)C(O)=O.C(N([CH:37]([CH3:39])[CH3:38])CC)(C)C.C1(C(Cl)=O)CC1, predict the reaction product. The product is: [CH:37]1([C:17]([N:14]2[CH2:15][CH2:16][CH:12]([CH2:11][NH:10][C:9]3[CH:8]=[CH:7][N:6]=[CH:5][C:4]=3[N+:1]([O-:3])=[O:2])[CH2:13]2)=[O:19])[CH2:39][CH2:38]1.